Dataset: Peptide-MHC class I binding affinity with 185,985 pairs from IEDB/IMGT. Task: Regression. Given a peptide amino acid sequence and an MHC pseudo amino acid sequence, predict their binding affinity value. This is MHC class I binding data. (1) The peptide sequence is MEFNSLLAI. The MHC is HLA-B15:17 with pseudo-sequence HLA-B15:17. The binding affinity (normalized) is 0.0847. (2) The peptide sequence is RGKLKRRAI. The MHC is HLA-B57:01 with pseudo-sequence HLA-B57:01. The binding affinity (normalized) is 0.0847. (3) The peptide sequence is KLAGRWPITHL. The MHC is Mamu-B03 with pseudo-sequence Mamu-B03. The binding affinity (normalized) is 0.344. (4) The binding affinity (normalized) is 0.0917. The MHC is Mamu-A01 with pseudo-sequence Mamu-A01. The peptide sequence is AVHVASGFI. (5) The peptide sequence is GMFTNRSGFQ. The MHC is HLA-A29:02 with pseudo-sequence HLA-A29:02. The binding affinity (normalized) is 0.